This data is from Catalyst prediction with 721,799 reactions and 888 catalyst types from USPTO. The task is: Predict which catalyst facilitates the given reaction. (1) Reactant: [C:1]([C:3]1([OH:13])[CH2:12][CH2:11][C:6]2([O:10][CH2:9][CH2:8][O:7]2)[CH2:5][CH2:4]1)#[CH:2].C([Li])CCC.CON(C)[C:22](=[O:30])[C:23]1[CH:28]=[CH:27][C:26]([CH3:29])=[N:25][CH:24]=1.[Cl-].[NH4+]. Product: [OH:13][C:3]1([C:1]#[C:2][C:22]([C:23]2[CH:24]=[N:25][C:26]([CH3:29])=[CH:27][CH:28]=2)=[O:30])[CH2:12][CH2:11][C:6]2([O:7][CH2:8][CH2:9][O:10]2)[CH2:5][CH2:4]1. The catalyst class is: 7. (2) Product: [N:1]1([C:5]([C:7]2[N:12]=[CH:11][C:10]([O:13][C:14]3[CH:15]=[C:16]([CH:27]=[C:28]([OH:30])[CH:29]=3)[C:17]([NH:19][C:20]3[CH:25]=[N:24][C:23]([CH3:26])=[CH:22][N:21]=3)=[O:18])=[CH:9][CH:8]=2)=[O:6])[CH2:2][CH2:3][CH2:4]1. The catalyst class is: 78. Reactant: [N:1]1([C:5]([C:7]2[N:12]=[CH:11][C:10]([O:13][C:14]3[CH:15]=[C:16]([CH:27]=[C:28]([O:30]CC4C=CC=CC=4)[CH:29]=3)[C:17]([NH:19][C:20]3[CH:25]=[N:24][C:23]([CH3:26])=[CH:22][N:21]=3)=[O:18])=[CH:9][CH:8]=2)=[O:6])[CH2:4][CH2:3][CH2:2]1.C(O)C.CO. (3) Reactant: OC(C(F)(F)F)=O.OC(C(F)(F)F)=O.[CH2:15]([N:18]1[CH2:23][CH2:22][NH:21][CH2:20][CH2:19]1)[C:16]#[CH:17].C(=O)([O-])[O-].[K+].[K+].Br[CH2:31][CH2:32][CH2:33][O:34][C:35]1[CH:44]=[C:43]2[C:38]([C:39]([O:45][C:46]3[C:47]([F:56])=[C:48]4[C:52](=[CH:53][CH:54]=3)[NH:51][C:50]([CH3:55])=[CH:49]4)=[N:40][CH:41]=[N:42]2)=[CH:37][C:36]=1[O:57][CH3:58]. Product: [F:56][C:47]1[C:46]([O:45][C:39]2[C:38]3[C:43](=[CH:44][C:35]([O:34][CH2:33][CH2:32][CH2:31][N:21]4[CH2:22][CH2:23][N:18]([CH2:15][C:16]#[CH:17])[CH2:19][CH2:20]4)=[C:36]([O:57][CH3:58])[CH:37]=3)[N:42]=[CH:41][N:40]=2)=[CH:54][CH:53]=[C:52]2[C:48]=1[CH:49]=[C:50]([CH3:55])[NH:51]2. The catalyst class is: 44. (4) Reactant: [CH3:1][CH:2]([CH3:21])[CH2:3][CH2:4][NH:5][C:6]1[S:7][CH:8]=[C:9]([C:11]2[CH:16]=[CH:15][C:14]([C:17]([F:20])([F:19])[F:18])=[CH:13][CH:12]=2)[N:10]=1.[H-].[Na+].Cl[CH2:25][C:26]1[CH:45]=[CH:44][C:29]([CH2:30][O:31][C:32]2[CH:37]=[CH:36][C:35]([CH2:38][CH2:39][C:40]([O:42][CH3:43])=[O:41])=[CH:34][CH:33]=2)=[CH:28][CH:27]=1.O. Product: [CH3:1][CH:2]([CH3:21])[CH2:3][CH2:4][N:5]([CH2:25][C:26]1[CH:45]=[CH:44][C:29]([CH2:30][O:31][C:32]2[CH:37]=[CH:36][C:35]([CH2:38][CH2:39][C:40]([O:42][CH3:43])=[O:41])=[CH:34][CH:33]=2)=[CH:28][CH:27]=1)[C:6]1[S:7][CH:8]=[C:9]([C:11]2[CH:16]=[CH:15][C:14]([C:17]([F:18])([F:20])[F:19])=[CH:13][CH:12]=2)[N:10]=1. The catalyst class is: 9. (5) Reactant: FC(F)(F)C(O)=O.[O:8]=[C:9]1[CH2:12][C:11]([O-])=[CH:10]1.C1([NH2+]C2CCCCC2)CCCCC1.[N:27]1([C@H:33]2[CH2:36][C@H:35]([O:37][C:38]3[CH:43]=[CH:42][C:41]([C:44]4[S:45][C:46]5[CH2:47][NH:48][CH2:49][CH2:50][C:51]=5[N:52]=4)=[CH:40][CH:39]=3)[CH2:34]2)[CH2:32][CH2:31][CH2:30][CH2:29][CH2:28]1. Product: [N:27]1([C@H:33]2[CH2:34][C@H:35]([O:37][C:38]3[CH:39]=[CH:40][C:41]([C:44]4[S:45][C:46]5[CH2:47][N:48]([C:11]6[CH2:12][C:9](=[O:8])[CH:10]=6)[CH2:49][CH2:50][C:51]=5[N:52]=4)=[CH:42][CH:43]=3)[CH2:36]2)[CH2:32][CH2:31][CH2:30][CH2:29][CH2:28]1. The catalyst class is: 12. (6) Reactant: [F:1][C:2]1[CH:8]=[C:7]([CH3:9])[CH:6]=[CH:5][C:3]=1N.N([O-])=O.[Na+].C([O-])(O)=O.[Na+].[C-]#N.[K+].[C:22]([Cu])#[N:23]. Product: [F:1][C:2]1[CH:8]=[C:7]([CH3:9])[CH:6]=[CH:5][C:3]=1[C:22]#[N:23]. The catalyst class is: 33.